From a dataset of NCI-60 drug combinations with 297,098 pairs across 59 cell lines. Regression. Given two drug SMILES strings and cell line genomic features, predict the synergy score measuring deviation from expected non-interaction effect. (1) Drug 1: CCN(CC)CCNC(=O)C1=C(NC(=C1C)C=C2C3=C(C=CC(=C3)F)NC2=O)C. Drug 2: CS(=O)(=O)OCCCCOS(=O)(=O)C. Cell line: SF-268. Synergy scores: CSS=1.25, Synergy_ZIP=-1.32, Synergy_Bliss=-1.30, Synergy_Loewe=-0.207, Synergy_HSA=-0.654. (2) Drug 1: CCC1=CC2CC(C3=C(CN(C2)C1)C4=CC=CC=C4N3)(C5=C(C=C6C(=C5)C78CCN9C7C(C=CC9)(C(C(C8N6C)(C(=O)OC)O)OC(=O)C)CC)OC)C(=O)OC.C(C(C(=O)O)O)(C(=O)O)O. Drug 2: C1=CC(=CC=C1CCCC(=O)O)N(CCCl)CCCl. Cell line: SNB-19. Synergy scores: CSS=16.2, Synergy_ZIP=-4.83, Synergy_Bliss=-2.41, Synergy_Loewe=-14.3, Synergy_HSA=-0.152. (3) Drug 1: CC1=CC2C(CCC3(C2CCC3(C(=O)C)OC(=O)C)C)C4(C1=CC(=O)CC4)C. Drug 2: C1=CN(C(=O)N=C1N)C2C(C(C(O2)CO)O)O.Cl. Cell line: M14. Synergy scores: CSS=31.9, Synergy_ZIP=-3.85, Synergy_Bliss=3.44, Synergy_Loewe=-34.2, Synergy_HSA=1.07. (4) Drug 1: CC1=C2C(C(=O)C3(C(CC4C(C3C(C(C2(C)C)(CC1OC(=O)C(C(C5=CC=CC=C5)NC(=O)C6=CC=CC=C6)O)O)OC(=O)C7=CC=CC=C7)(CO4)OC(=O)C)O)C)OC(=O)C. Drug 2: CC1C(C(CC(O1)OC2CC(CC3=C2C(=C4C(=C3O)C(=O)C5=CC=CC=C5C4=O)O)(C(=O)C)O)N)O. Cell line: A549. Synergy scores: CSS=60.4, Synergy_ZIP=-6.27, Synergy_Bliss=-6.11, Synergy_Loewe=-1.77, Synergy_HSA=0.411. (5) Drug 1: C1CCC(C(C1)N)N.C(=O)(C(=O)[O-])[O-].[Pt+4]. Drug 2: CC(C)CN1C=NC2=C1C3=CC=CC=C3N=C2N. Cell line: HCT-15. Synergy scores: CSS=22.7, Synergy_ZIP=9.56, Synergy_Bliss=4.26, Synergy_Loewe=0.913, Synergy_HSA=-0.104. (6) Drug 1: CC1C(C(CC(O1)OC2CC(CC3=C2C(=C4C(=C3O)C(=O)C5=C(C4=O)C(=CC=C5)OC)O)(C(=O)CO)O)N)O.Cl. Drug 2: C(CC(=O)O)C(=O)CN.Cl. Cell line: HCC-2998. Synergy scores: CSS=15.0, Synergy_ZIP=-5.43, Synergy_Bliss=-3.91, Synergy_Loewe=-0.973, Synergy_HSA=-1.28. (7) Drug 1: CC12CCC3C(C1CCC2=O)CC(=C)C4=CC(=O)C=CC34C. Drug 2: C1CN1P(=S)(N2CC2)N3CC3. Cell line: PC-3. Synergy scores: CSS=53.8, Synergy_ZIP=0.319, Synergy_Bliss=3.79, Synergy_Loewe=4.92, Synergy_HSA=6.25.